The task is: Predict the reactants needed to synthesize the given product.. This data is from Full USPTO retrosynthesis dataset with 1.9M reactions from patents (1976-2016). (1) The reactants are: FC(F)(F)C(O)=O.[CH2:8]([C:10]1[CH:15]=[C:14]([C:16]([F:19])([F:18])[F:17])[C:13]2[CH2:20][O:21][C@@H:22]3[C@H:26]([C:12]=2[CH:11]=1)[CH2:25][N:24](C(OC(C)(C)C)=O)[CH2:23]3)[CH3:9].[Cl:34]CCl. Given the product [ClH:34].[CH2:8]([C:10]1[CH:15]=[C:14]([C:16]([F:18])([F:19])[F:17])[C:13]2[CH2:20][O:21][C@@H:22]3[C@H:26]([C:12]=2[CH:11]=1)[CH2:25][NH:24][CH2:23]3)[CH3:9], predict the reactants needed to synthesize it. (2) The reactants are: [Cl:1][C:2]1[CH:10]=[C:9]2[C:5]([C:6]([C:11]([N:13]3[CH2:18][CH2:17][C:16]4([C:22]5[CH:23]=[CH:24][CH:25]=[CH:26][C:21]=5[CH2:20][O:19]4)[CH2:15][CH2:14]3)=[O:12])=[CH:7][NH:8]2)=[CH:4][CH:3]=1.[N:27]1[CH:32]=[CH:31][N:30]=[CH:29][C:28]=1[CH2:33]OS(C)(=O)=O. Given the product [Cl:1][C:2]1[CH:10]=[C:9]2[C:5]([C:6]([C:11]([N:13]3[CH2:18][CH2:17][C:16]4([C:22]5[CH:23]=[CH:24][CH:25]=[CH:26][C:21]=5[CH2:20][O:19]4)[CH2:15][CH2:14]3)=[O:12])=[CH:7][N:8]2[CH2:33][C:28]2[CH:29]=[N:30][CH:31]=[CH:32][N:27]=2)=[CH:4][CH:3]=1, predict the reactants needed to synthesize it. (3) Given the product [C:1]([C:3]1[CH:4]=[C:5]([CH:11]=[CH:12][C:13]=1[O:14][S:23]([C:26]([F:29])([F:28])[F:27])(=[O:24])=[O:22])[C:6]([O:8][CH2:9][CH3:10])=[O:7])#[N:2], predict the reactants needed to synthesize it. The reactants are: [C:1]([C:3]1[CH:4]=[C:5]([CH:11]=[CH:12][C:13]=1[OH:14])[C:6]([O:8][CH2:9][CH3:10])=[O:7])#[N:2].CCN(CC)CC.[O:22](S(C(F)(F)F)(=O)=O)[S:23]([C:26]([F:29])([F:28])[F:27])(=O)=[O:24]. (4) Given the product [NH2:24][CH2:23][CH2:22][N:19]1[C:20]2[C:16](=[CH:15][CH:14]=[C:13]([N:8]3[CH2:7][C:6]4[C:10](=[CH:11][C:3]([O:2][CH3:1])=[CH:4][CH:5]=4)[C:9]3=[O:12])[CH:21]=2)[CH:17]=[CH:18]1, predict the reactants needed to synthesize it. The reactants are: [CH3:1][O:2][C:3]1[CH:11]=[C:10]2[C:6]([CH2:7][N:8]([C:13]3[CH:21]=[C:20]4[C:16]([CH:17]=[CH:18][N:19]4[CH2:22][C:23]#[N:24])=[CH:15][CH:14]=3)[C:9]2=[O:12])=[CH:5][CH:4]=1. (5) Given the product [O:65]=[C:61]1[CH:60]=[CH:59][C:58]2[C:63](=[CH:64][C:55]([O:13][CH2:14][CH2:15][O:16][C:17]3[C:18]([N:22]4[CH2:27][CH2:26][N:25]([C:28]([O:30][C:31]([CH3:34])([CH3:33])[CH3:32])=[O:29])[CH2:24][CH2:23]4)=[N:19][S:20][N:21]=3)=[CH:56][CH:57]=2)[O:62]1, predict the reactants needed to synthesize it. The reactants are: N(C(OCC)=O)=NC(OCC)=O.[OH:13][CH2:14][CH2:15][O:16][C:17]1[C:18]([N:22]2[CH2:27][CH2:26][N:25]([C:28]([O:30][C:31]([CH3:34])([CH3:33])[CH3:32])=[O:29])[CH2:24][CH2:23]2)=[N:19][S:20][N:21]=1.C1(P(C2C=CC=CC=2)C2C=CC=CC=2)C=CC=CC=1.O[C:55]1[CH:64]=[C:63]2[C:58]([CH:59]=[CH:60][C:61](=[O:65])[O:62]2)=[CH:57][CH:56]=1.